Regression. Given two drug SMILES strings and cell line genomic features, predict the synergy score measuring deviation from expected non-interaction effect. From a dataset of NCI-60 drug combinations with 297,098 pairs across 59 cell lines. (1) Drug 1: CN1C2=C(C=C(C=C2)N(CCCl)CCCl)N=C1CCCC(=O)O.Cl. Drug 2: C1C(C(OC1N2C=NC3=C2NC=NCC3O)CO)O. Cell line: RXF 393. Synergy scores: CSS=-2.06, Synergy_ZIP=0.278, Synergy_Bliss=0.238, Synergy_Loewe=-3.46, Synergy_HSA=-2.06. (2) Drug 1: CC1CCC2CC(C(=CC=CC=CC(CC(C(=O)C(C(C(=CC(C(=O)CC(OC(=O)C3CCCCN3C(=O)C(=O)C1(O2)O)C(C)CC4CCC(C(C4)OC)O)C)C)O)OC)C)C)C)OC. Drug 2: COC1=C2C(=CC3=C1OC=C3)C=CC(=O)O2. Cell line: UO-31. Synergy scores: CSS=8.76, Synergy_ZIP=-5.83, Synergy_Bliss=0.376, Synergy_Loewe=-24.9, Synergy_HSA=-1.98. (3) Drug 1: CC1C(C(=O)NC(C(=O)N2CCCC2C(=O)N(CC(=O)N(C(C(=O)O1)C(C)C)C)C)C(C)C)NC(=O)C3=C4C(=C(C=C3)C)OC5=C(C(=O)C(=C(C5=N4)C(=O)NC6C(OC(=O)C(N(C(=O)CN(C(=O)C7CCCN7C(=O)C(NC6=O)C(C)C)C)C)C(C)C)C)N)C. Drug 2: C1C(C(OC1N2C=NC3=C(N=C(N=C32)Cl)N)CO)O. Cell line: NCI-H522. Synergy scores: CSS=14.8, Synergy_ZIP=3.06, Synergy_Bliss=3.16, Synergy_Loewe=-5.88, Synergy_HSA=-0.753. (4) Drug 1: CC12CCC(CC1=CCC3C2CCC4(C3CC=C4C5=CN=CC=C5)C)O. Drug 2: CC1CCC2CC(C(=CC=CC=CC(CC(C(=O)C(C(C(=CC(C(=O)CC(OC(=O)C3CCCCN3C(=O)C(=O)C1(O2)O)C(C)CC4CCC(C(C4)OC)OCCO)C)C)O)OC)C)C)C)OC. Cell line: NCIH23. Synergy scores: CSS=12.4, Synergy_ZIP=-6.13, Synergy_Bliss=-3.30, Synergy_Loewe=-8.44, Synergy_HSA=-2.40.